Dataset: Forward reaction prediction with 1.9M reactions from USPTO patents (1976-2016). Task: Predict the product of the given reaction. (1) Given the reactants [CH2:1]([O:3][C:4]([C:6]1[CH:11]=[C:10]([C:12]#[C:13][Si](C)(C)C)[C:9](=[O:18])[NH:8][CH:7]=1)=[O:5])[CH3:2].C(=O)([O-])[O-].[K+].[K+].O, predict the reaction product. The product is: [CH2:1]([O:3][C:4]([C:6]1[CH:11]=[C:10]2[CH:12]=[CH:13][O:18][C:9]2=[N:8][CH:7]=1)=[O:5])[CH3:2]. (2) Given the reactants [C:1]([C:4]([C@@H:17]1[CH2:21][CH2:20][NH:19][CH2:18]1)([C:11]1[CH:16]=[CH:15][CH:14]=[CH:13][CH:12]=1)[C:5]1[CH:10]=[CH:9][CH:8]=[CH:7][CH:6]=1)(=[O:3])[NH2:2].C(O[BH-](OC(=O)C)OC(=O)C)(=O)C.[Na+].C(O)(=O)C.[CH:40](=O)[CH2:41][CH2:42][CH2:43][C:44]#[CH:45], predict the reaction product. The product is: [C:1]([C:4]([C@@H:17]1[CH2:21][CH2:20][N:19]([CH2:45][CH2:44][CH2:43][CH2:42][C:41]#[CH:40])[CH2:18]1)([C:11]1[CH:12]=[CH:13][CH:14]=[CH:15][CH:16]=1)[C:5]1[CH:10]=[CH:9][CH:8]=[CH:7][CH:6]=1)(=[O:3])[NH2:2].